From a dataset of Catalyst prediction with 721,799 reactions and 888 catalyst types from USPTO. Predict which catalyst facilitates the given reaction. (1) Reactant: [Br:1][C:2]1[CH:3]=[C:4]2[C:8](=[C:9]([C:11]([O:13][CH2:14][CH3:15])=[O:12])[CH:10]=1)[NH:7][CH:6]=[C:5]2[CH:16]1[CH2:21][CH2:20][CH2:19]S[CH2:17]1.C(N(CC(O)=O)CC(O)=O)CN(CC(O)=O)CC(O)=O.O[O:43][S:44]([O-:46])=O.[K+].C(=O)(O)[O-].[Na+]. Product: [Br:1][C:2]1[CH:3]=[C:4]2[C:8](=[C:9]([C:11]([O:13][CH2:14][CH3:15])=[O:12])[CH:10]=1)[NH:7][CH:6]=[C:5]2[CH:16]1[CH2:21][CH2:20][CH2:19][S:44](=[O:46])(=[O:43])[CH2:17]1. The catalyst class is: 149. (2) Reactant: FC(F)(F)C(O)=O.[Cl:8][C:9]1[S:16][C:15]2[C:14]3([CH:20]([C:21]4[CH:26]=[CH:25][CH:24]=[C:23]([Cl:27])[C:22]=4[F:28])[CH:19]([C:29](O)=[O:30])[NH:18][CH:17]3[CH2:32][C:33]([CH3:36])([CH3:35])[CH3:34])[C:13](=[O:37])[NH:12][C:11]=2[CH:10]=1.C(N(C(C)C)CC)(C)C.C1(P(Cl)(C2C=CC=CC=2)=O)C=CC=CC=1.[Si]([O:69][CH2:70][CH2:71][O:72][C:73]1[CH:79]=[CH:78][C:76]([NH2:77])=[C:75]([O:80][CH3:81])[CH:74]=1)(C(C)(C)C)(C)C.Cl. Product: [Cl:8][C:9]1[S:16][C:15]2[C:14]3([CH:20]([C:21]4[CH:26]=[CH:25][CH:24]=[C:23]([Cl:27])[C:22]=4[F:28])[CH:19]([C:29]([NH:77][C:76]4[CH:78]=[CH:79][C:73]([O:72][CH2:71][CH2:70][OH:69])=[CH:74][C:75]=4[O:80][CH3:81])=[O:30])[NH:18][CH:17]3[CH2:32][C:33]([CH3:35])([CH3:36])[CH3:34])[C:13](=[O:37])[NH:12][C:11]=2[CH:10]=1. The catalyst class is: 4. (3) The catalyst class is: 110. Product: [C:17]([C:19]1[N:23]([CH3:24])[C:22]([C:2]2[C:7]([F:8])=[CH:6][C:5]([S:9]([NH:12][CH:13]([CH3:15])[CH3:14])(=[O:11])=[O:10])=[C:4]([F:16])[CH:3]=2)=[CH:21][CH:20]=1)#[N:18]. Reactant: Br[C:2]1[C:7]([F:8])=[CH:6][C:5]([S:9]([NH:12][CH:13]([CH3:15])[CH3:14])(=[O:11])=[O:10])=[C:4]([F:16])[CH:3]=1.[C:17]([C:19]1[N:23]([CH3:24])[C:22](B(O)O)=[CH:21][CH:20]=1)#[N:18].[F-].[K+].C(P(C(C)(C)C)C(C)(C)C)(C)(C)C. (4) Reactant: [Cl:1][C:2]1[CH:3]=[C:4]([CH:18]=[CH:19][CH:20]=1)[CH2:5][N:6]1[N:10]=[N:9][C:8]([C:11]2[CH:12]=[C:13]([CH:15]=[CH:16][CH:17]=2)[NH2:14])=[N:7]1.O.[CH2:22]1COCC1.Br[C:28]1[CH:29]=[C:30](/[CH:34]=[CH:35]/[S:36](Cl)(=[O:38])=[O:37])[CH:31]=[CH:32][CH:33]=1.C([O-])([O-])=O.[Na+].[Na+]. Product: [Cl:1][C:2]1[CH:3]=[C:4]([CH:18]=[CH:19][CH:20]=1)[CH2:5][N:6]1[N:10]=[N:9][C:8]([C:11]2[CH:12]=[C:13]([NH:14][S:36](/[CH:35]=[CH:34]/[C:30]3[CH:29]=[C:28]([CH3:22])[CH:33]=[CH:32][CH:31]=3)(=[O:38])=[O:37])[CH:15]=[CH:16][CH:17]=2)=[N:7]1. The catalyst class is: 6. (5) Reactant: C1([O:6][C:7]2[C:12]([O:13][CH:14]([F:16])[F:15])=[CH:11][CH:10]=[CH:9][C:8]=2/[CH:17]=[CH:18]/[C:19]2[N:20]=[C:21]3[N:25]([C:26]=2[C:27]([O:29][CH2:30][CH3:31])=[O:28])[CH:24]=[CH:23][S:22]3)CCCC1.C1(OC2C(OC(F)F)=CC=CC=2/C=C/C2N=C3N(C=2C(O)=O)C=CS3)CCCC1.C(O)(=O)C.C([O-])(O)=O.[Na+]. Product: [F:16][CH:14]([F:15])[O:13][C:12]1[C:7]([OH:6])=[C:8](/[CH:17]=[CH:18]/[C:19]2[N:20]=[C:21]3[N:25]([C:26]=2[C:27]([O:29][CH2:30][CH3:31])=[O:28])[CH:24]=[CH:23][S:22]3)[CH:9]=[CH:10][CH:11]=1. The catalyst class is: 201. (6) Reactant: [H-].[Na+].[CH2:3]([OH:7])[C:4]#[C:5][CH3:6].Cl[C:9]1[CH:14]=[C:13]([O:15][CH:16]([CH3:18])[CH3:17])[N:12]=[CH:11][N:10]=1.[Cl-].[NH4+]. Product: [CH2:3]([O:7][C:9]1[CH:14]=[C:13]([O:15][CH:16]([CH3:18])[CH3:17])[N:12]=[CH:11][N:10]=1)[C:4]#[C:5][CH3:6]. The catalyst class is: 7. (7) Reactant: [OH:1][CH2:2][CH2:3][CH2:4][C:5]#[C:6][C:7]1[N:8]([CH2:23][C:24]2[C:33]3[C:28](=[CH:29][CH:30]=[CH:31][CH:32]=3)[CH:27]=[CH:26][CH:25]=2)[CH:9]=[C:10]2[C:15]=1[C:14](=[O:16])[N:13]([CH3:17])[C:12](=[O:18])[N:11]2[CH2:19][CH:20]([CH3:22])[CH3:21].[H][H]. Product: [OH:1][CH2:2][CH2:3][CH2:4][CH2:5][CH2:6][C:7]1[N:8]([CH2:23][C:24]2[C:33]3[C:28](=[CH:29][CH:30]=[CH:31][CH:32]=3)[CH:27]=[CH:26][CH:25]=2)[CH:9]=[C:10]2[C:15]=1[C:14](=[O:16])[N:13]([CH3:17])[C:12](=[O:18])[N:11]2[CH2:19][CH:20]([CH3:22])[CH3:21]. The catalyst class is: 29. (8) Reactant: [F:1][C:2]1[CH:7]=[C:6]([F:8])[CH:5]=[CH:4][C:3]=1[N:9]1[C:18]2[C:13](=[CH:14][C:15]([F:20])=[C:16](Cl)[N:17]=2)[C:12](=[O:21])[C:11]([C:22]([OH:24])=[O:23])=[CH:10]1.[CH3:25][O:26][N:27]=[C:28]1[C:32]2([CH2:35][N:34]([C:36]([O:38][C:39]([CH3:42])([CH3:41])[CH3:40])=[O:37])[CH2:33]2)[CH2:31][NH:30][CH2:29]1.C(#N)C. Product: [C:39]([O:38][C:36]([N:34]1[CH2:35][C:32]2([C:28](=[N:27][O:26][CH3:25])[CH2:29][N:30]([C:16]3[N:17]=[C:18]4[C:13]([C:12](=[O:21])[C:11]([C:22]([OH:24])=[O:23])=[CH:10][N:9]4[C:3]4[CH:4]=[CH:5][C:6]([F:8])=[CH:7][C:2]=4[F:1])=[CH:14][C:15]=3[F:20])[CH2:31]2)[CH2:33]1)=[O:37])([CH3:42])([CH3:41])[CH3:40]. The catalyst class is: 66. (9) Reactant: Br[CH2:2][C:3]1[C:8]([CH3:9])=[CH:7][CH:6]=[CH:5][C:4]=1[N:10]1[C:14](=[O:15])[N:13]([CH3:16])[N:12]=[N:11]1.[Cl:17][C:18]1[N:22]([CH3:23])[N:21]=[C:20]([C:24]2[CH:29]=[CH:28][C:27]([OH:30])=[C:26]([CH3:31])[CH:25]=2)[C:19]=1[CH3:32].C(=O)([O-])[O-].[K+].[K+]. Product: [CH3:9][C:8]1[C:3]([CH2:2][O:30][C:27]2[CH:28]=[CH:29][C:24]([C:20]3[C:19]([CH3:32])=[C:18]([Cl:17])[N:22]([CH3:23])[N:21]=3)=[CH:25][C:26]=2[CH3:31])=[C:4]([N:10]2[C:14](=[O:15])[N:13]([CH3:16])[N:12]=[N:11]2)[CH:5]=[CH:6][CH:7]=1. The catalyst class is: 10. (10) Reactant: [Cl:1][C:2]1[CH:7]=[C:6]([Cl:8])[CH:5]=[CH:4][C:3]=1[S:9]([NH:12][C:13]1[C:21]([O:22][C:23]2[CH:28]=[CH:27][C:26]([CH2:29][C:30]([O:32]C)=[O:31])=[CH:25][C:24]=2[O:34][CH3:35])=[CH:20][CH:19]=[C:18]2[C:14]=1[CH:15]=[C:16]([CH3:36])[NH:17]2)(=[O:11])=[O:10].[OH-].[Li+].Cl. Product: [Cl:1][C:2]1[CH:7]=[C:6]([Cl:8])[CH:5]=[CH:4][C:3]=1[S:9]([NH:12][C:13]1[C:21]([O:22][C:23]2[CH:28]=[CH:27][C:26]([CH2:29][C:30]([OH:32])=[O:31])=[CH:25][C:24]=2[O:34][CH3:35])=[CH:20][CH:19]=[C:18]2[C:14]=1[CH:15]=[C:16]([CH3:36])[NH:17]2)(=[O:11])=[O:10]. The catalyst class is: 24.